From a dataset of Full USPTO retrosynthesis dataset with 1.9M reactions from patents (1976-2016). Predict the reactants needed to synthesize the given product. Given the product [CH2:9]([N:16]1[CH2:21][CH2:20][CH:19]([NH:6][C:5]2[CH:7]=[CH:8][C:2]([F:1])=[CH:3][CH:4]=2)[CH2:18][CH2:17]1)[C:10]1[CH:15]=[CH:14][CH:13]=[CH:12][CH:11]=1, predict the reactants needed to synthesize it. The reactants are: [F:1][C:2]1[CH:8]=[CH:7][C:5]([NH2:6])=[CH:4][CH:3]=1.[CH2:9]([N:16]1[CH2:21][CH2:20][CH2:19][CH2:18][C:17]1=O)[C:10]1[CH:15]=[CH:14][CH:13]=[CH:12][CH:11]=1.C(O)(=O)C.[BH4-].[Na+].